This data is from Reaction yield outcomes from USPTO patents with 853,638 reactions. The task is: Predict the reaction yield, written as a fraction of the theoretical maximum amount of product (1.0 means a 100% yield; for example, 0.34 means a 34% yield). (1) The reactants are Br[C:2]1[CH:3]=[C:4]([NH:10][C:11]2[N:12]=[N:13][N:14]([CH3:16])[CH:15]=2)[C:5](=[O:9])[N:6]([CH3:8])[CH:7]=1.[C:17]([O:20][CH2:21][C:22]1[C:23]([N:37]2[N:46]=[CH:45][C:44]3[C:39](=[C:40]([F:51])[CH:41]=[C:42]([C:47]([CH3:50])([CH3:49])[CH3:48])[CH:43]=3)[C:38]2=[O:52])=[N:24][CH:25]=[CH:26][C:27]=1B1OC(C)(C)C(C)(C)O1)(=[O:19])[CH3:18]. No catalyst specified. The product is [C:17]([O:20][CH2:21][C:22]1[C:23]([N:37]2[N:46]=[CH:45][C:44]3[C:39](=[C:40]([F:51])[CH:41]=[C:42]([C:47]([CH3:49])([CH3:48])[CH3:50])[CH:43]=3)[C:38]2=[O:52])=[N:24][CH:25]=[CH:26][C:27]=1[C:2]1[CH:3]=[C:4]([NH:10][C:11]2[N:12]=[N:13][N:14]([CH3:16])[CH:15]=2)[C:5](=[O:9])[N:6]([CH3:8])[CH:7]=1)(=[O:19])[CH3:18]. The yield is 0.500. (2) The reactants are [C:1]1([CH3:10])[CH:6]=[CH:5][CH:4]=[C:3]([C:7](=[O:9])[CH3:8])[CH:2]=1.[Br:11]N1C(=O)CCC1=O.C(OOC(=O)C1C=CC=CC=1)(=O)C1C=CC=CC=1. The catalyst is CC#N. The product is [Br:11][CH2:10][C:1]1[CH:2]=[C:3]([C:7](=[O:9])[CH3:8])[CH:4]=[CH:5][CH:6]=1. The yield is 0.690.